Dataset: Experimentally validated miRNA-target interactions with 360,000+ pairs, plus equal number of negative samples. Task: Binary Classification. Given a miRNA mature sequence and a target amino acid sequence, predict their likelihood of interaction. (1) The miRNA is hsa-miR-613 with sequence AGGAAUGUUCCUUCUUUGCC. The protein sequence of the target gene is MASLGPAAAGEQASGAEAEPGPAGPPPPPSPSSLGPLLPLQREPLYNWQATKASLKERFAFLFNSELLSDVRFVLGKGRGAAAAGGPQRIPAHRFVLAAGSAVFDAMFNGGMATTSAEIELPDVEPAAFLALLRFLYSDEVQIGPETVMTTLYTAKKYAVPALEAHCVEFLTKHLRADNAFMLLTQARLFDEPQLASLCLDTIDKSTMDAISAEGFTDIDIDTLCAVLERDTLSIRESRLFGAVVRWAEAECQRQQLPVTFGNKQKVLGKALSLIRFPLMTIEEFAAGPAQSGILSDREV.... Result: 0 (no interaction). (2) The miRNA is mmu-miR-3473a with sequence UGGAGAGAUGGCUCAGCA. The protein sequence of the target gene is MSSYFVNPLFSKYKGGESLEPAYYDCRFPQSVGRSHALVYGPGGSAPGFQHASHHVQDFFHHGTSGISNSGYQQNPCSLSCHGDASKFYGYEALPRQSLYGAQQEASVVQYPDCKSSANTNSSEGQGHLNQNSSPSLMFPWMRPHAPGRRSGRQTYSRYQTLELEKEFLFNPYLTRKRRIEVSHALGLTERQVKIWFQNRRMKWKKENNKDKLPGARDEEKVEEEGNEEEEKEEEEKEENKD. Result: 1 (interaction). (3) The miRNA is hsa-miR-6799-5p with sequence GGGGAGGUGUGCAGGGCUGG. The protein sequence of the target gene is MGASDPEVAPWAPGGAAGMAGAGAGAGARGGAPAGVEARARDPPPAHRAHPRHPRPAAQPSARRMDGGPGAPGSGDNAPTTEALFVALGAGVTALSHPLLYVKLLIQVGHEPMPPTLGTNVLGRKVLYLPSFFTYAKYIVQVDGKIGLFRGLSPRLMSNALSTVTRGSMKKVFPPDEMEQVSNKDDMKTSLKKVVKETSYEMMMQCVSRMLAHPLHVISMRCMVQFVGREAKYSGVLSSIGKIFKEEGLLGFFVGLIPHLLGDVVFLWGCNLLAHFINAYLVDDSVSDTPGGLGNDQNPG.... Result: 0 (no interaction). (4) The miRNA is hsa-miR-1227-3p with sequence CGUGCCACCCUUUUCCCCAG. The protein sequence of the target gene is MAMVERPRPEWASYHNCNSNSCQDLGNSVLLLLGLIICINISINIVTLLWSRFRGVLYQVFHDTICEKEAPKSSLLRKQTQPPKKQSSPAVHLRCTMDPVMMTVSPPPAHRHRRRGSPTRCAHCPVAWAPDTDDEKPHQYPAICSYHWDVPEDWEGFQHTQGTWVPWSQDAPESPPQTIRFQPTVEERPLKTGIWSELGLRAYVYPVNPPPPSPEAPSHKNGGEGAVPEAEAAQYQPVPAPTLGPAVIPEFSRHRSSGRIVYDARDMRRRLRELTREVEALSGCYPLASGSSTAEETSKN.... Result: 1 (interaction). (5) The protein sequence of the target gene is MLPTGEGAEGQDWHLDMQLPSKVVLSAAALLLVTAAYKLYKSRPAPVGQAGRNNKDHKAENETEALGQLAFQEAPPGTLPRGRRRRKASKGAGTSLDYSLVDPEDPCILDISRSEEATRKGSDESQGRQCPDSQQVPPPCGGQEAGTDVRGKPNPPHLPHSGCEPTSSSGRLIPGVGGSCVGDKLSPWPDSRPPEETGSGDLEAPNGWTDLTLVNGDMNQSWIFTHMTGVSRGEAGVLQAAADMGLATQQQEGATNASHTFSSVARIRMEENIIQKAEGPGLKGRVYDYFVESTSKADSR.... The miRNA is hsa-miR-3156-3p with sequence CUCCCACUUCCAGAUCUUUCU. Result: 0 (no interaction).